The task is: Regression. Given a peptide amino acid sequence and an MHC pseudo amino acid sequence, predict their binding affinity value. This is MHC class II binding data.. This data is from Peptide-MHC class II binding affinity with 134,281 pairs from IEDB. (1) The peptide sequence is LVLDFCDDALIEGIT. The MHC is HLA-DQA10102-DQB10502 with pseudo-sequence HLA-DQA10102-DQB10502. The binding affinity (normalized) is 0.579. (2) The peptide sequence is EKKYFAATQFEPLAS. The MHC is HLA-DPA10201-DPB10101 with pseudo-sequence HLA-DPA10201-DPB10101. The binding affinity (normalized) is 0.809. (3) The peptide sequence is GATVAVDCRPFNGGE. The MHC is DRB1_0802 with pseudo-sequence DRB1_0802. The binding affinity (normalized) is 0.178. (4) The peptide sequence is QRPFQYILLVLGIAL. The MHC is HLA-DPA10103-DPB10401 with pseudo-sequence HLA-DPA10103-DPB10401. The binding affinity (normalized) is 0.309. (5) The peptide sequence is AAATAGTTVYGAFLA. The MHC is HLA-DQA10102-DQB10602 with pseudo-sequence HLA-DQA10102-DQB10602. The binding affinity (normalized) is 0.830. (6) The peptide sequence is QFKPEEITGIMKDLD. The MHC is DRB1_0405 with pseudo-sequence DRB1_0405. The binding affinity (normalized) is 0.332. (7) The peptide sequence is LWDIPTPKIIEECEH. The MHC is HLA-DQA10501-DQB10302 with pseudo-sequence HLA-DQA10501-DQB10302. The binding affinity (normalized) is 0.462.